From a dataset of NCI-60 drug combinations with 297,098 pairs across 59 cell lines. Regression. Given two drug SMILES strings and cell line genomic features, predict the synergy score measuring deviation from expected non-interaction effect. Drug 1: C1CC(C1)(C(=O)O)C(=O)O.[NH2-].[NH2-].[Pt+2]. Drug 2: CC1=C(N=C(N=C1N)C(CC(=O)N)NCC(C(=O)N)N)C(=O)NC(C(C2=CN=CN2)OC3C(C(C(C(O3)CO)O)O)OC4C(C(C(C(O4)CO)O)OC(=O)N)O)C(=O)NC(C)C(C(C)C(=O)NC(C(C)O)C(=O)NCCC5=NC(=CS5)C6=NC(=CS6)C(=O)NCCC[S+](C)C)O. Cell line: COLO 205. Synergy scores: CSS=7.12, Synergy_ZIP=-5.81, Synergy_Bliss=-3.12, Synergy_Loewe=-2.22, Synergy_HSA=-1.47.